Task: Predict the reactants needed to synthesize the given product.. Dataset: Full USPTO retrosynthesis dataset with 1.9M reactions from patents (1976-2016) (1) Given the product [CH3:1][CH2:2][N:3]([CH2:6][CH2:7][NH:8][C:9]([C:11]1[C:15]([CH3:16])=[C:14](/[CH:17]=[C:18]2/[C:19]3[CH:24]=[C:23]([F:25])[CH:22]=[CH:21][C:20]=3[NH:26][C:27]/2=[O:28])[NH:13][C:12]=1[CH3:29])=[O:10])[CH2:4][CH3:5].[C:30]([O-:33])(=[O:32])[CH3:31], predict the reactants needed to synthesize it. The reactants are: [CH3:1][CH2:2][N:3]([CH2:6][CH2:7][NH:8][C:9]([C:11]1[C:15]([CH3:16])=[C:14](/[CH:17]=[C:18]2/[C:19]3[CH:24]=[C:23]([F:25])[CH:22]=[CH:21][C:20]=3[NH:26][C:27]/2=[O:28])[NH:13][C:12]=1[CH3:29])=[O:10])[CH2:4][CH3:5].[C:30]([OH:33])(=[O:32])[CH3:31].C(OC)(C)(C)C. (2) Given the product [CH2:9]([O:11][C:12]([C:13]1[CH:14]=[C:15]([CH3:16])[N:5]([C:4]2[CH:6]=[CH:7][CH:8]=[C:2]([I:1])[CH:3]=2)[C:18]=1[C:19]1[CH:20]=[CH:21][CH:22]=[CH:23][CH:24]=1)=[O:26])[CH3:10], predict the reactants needed to synthesize it. The reactants are: [I:1][C:2]1[CH:3]=[C:4]([CH:6]=[CH:7][CH:8]=1)[NH2:5].[CH2:9]([O:11][C:12](=[O:26])[CH:13]([C:18](=O)[C:19]1[CH:24]=[CH:23][CH:22]=[CH:21][CH:20]=1)[CH2:14][C:15](=O)[CH3:16])[CH3:10].CC1C=CC(S(O)(=O)=O)=CC=1. (3) Given the product [CH:12]([C:9]1[CH:8]=[C:7]([C:1]2[CH:6]=[CH:5][CH:4]=[CH:3][CH:2]=2)[N:11]([S:32]([C:35]2[CH:44]=[CH:43][CH:42]=[CH:41][C:36]=2[C:37]([O:39][CH3:40])=[O:38])(=[O:34])=[O:33])[CH:10]=1)=[O:13], predict the reactants needed to synthesize it. The reactants are: [C:1]1([C:7]2[NH:11][CH:10]=[C:9]([CH:12]=[O:13])[CH:8]=2)[CH:6]=[CH:5][CH:4]=[CH:3][CH:2]=1.[H-].[Na+].C1OCCOCCOCCOCCOC1.Cl[S:32]([C:35]1[CH:44]=[CH:43][CH:42]=[CH:41][C:36]=1[C:37]([O:39][CH3:40])=[O:38])(=[O:34])=[O:33]. (4) The reactants are: [N:1]1([C:7]([O:9][C:10]([CH3:13])([CH3:12])[CH3:11])=[O:8])[CH2:6][CH2:5][NH:4][CH2:3][CH2:2]1.[Li+].C[Si]([N-][Si](C)(C)C)(C)C.Cl[C:25]1[O:29][N:28]=[C:27]([C:30]2[CH:39]=[CH:38][C:37]3[C:32](=[CH:33][CH:34]=[CH:35][CH:36]=3)[N:31]=2)[CH:26]=1. Given the product [N:31]1[C:32]2[C:37](=[CH:36][CH:35]=[CH:34][CH:33]=2)[CH:38]=[CH:39][C:30]=1[C:27]1[CH:26]=[C:25]([N:4]2[CH2:5][CH2:6][N:1]([C:7]([O:9][C:10]([CH3:13])([CH3:12])[CH3:11])=[O:8])[CH2:2][CH2:3]2)[O:29][N:28]=1, predict the reactants needed to synthesize it. (5) Given the product [F:1][C:2]1[CH:7]=[C:6]([F:8])[CH:5]=[CH:4][C:3]=1[C:9]1[CH:10]=[C:11]([N:15]2[CH2:16][CH2:17][NH:18][CH2:19][CH2:20]2)[CH:12]=[N:13][CH:14]=1, predict the reactants needed to synthesize it. The reactants are: [F:1][C:2]1[CH:7]=[C:6]([F:8])[CH:5]=[CH:4][C:3]=1[C:9]1[CH:10]=[C:11]([N:15]2[CH2:20][CH2:19][N:18](C(OC(C)(C)C)=O)[CH2:17][CH2:16]2)[CH:12]=[N:13][CH:14]=1.C(OCC)(=O)C.Cl. (6) The reactants are: C([O:5][C:6](=[O:20])[CH2:7][CH2:8][O:9][CH2:10][CH2:11][NH:12]C(OC(C)(C)C)=O)(C)(C)C. Given the product [NH2:12][CH2:11][CH2:10][O:9][CH2:8][CH2:7][C:6]([OH:20])=[O:5], predict the reactants needed to synthesize it.